From a dataset of NCI-60 drug combinations with 297,098 pairs across 59 cell lines. Regression. Given two drug SMILES strings and cell line genomic features, predict the synergy score measuring deviation from expected non-interaction effect. (1) Cell line: OVCAR-5. Synergy scores: CSS=20.3, Synergy_ZIP=-3.07, Synergy_Bliss=5.35, Synergy_Loewe=5.64, Synergy_HSA=6.03. Drug 1: CC(C1=C(C=CC(=C1Cl)F)Cl)OC2=C(N=CC(=C2)C3=CN(N=C3)C4CCNCC4)N. Drug 2: C1C(C(OC1N2C=NC(=NC2=O)N)CO)O. (2) Drug 1: CS(=O)(=O)C1=CC(=C(C=C1)C(=O)NC2=CC(=C(C=C2)Cl)C3=CC=CC=N3)Cl. Drug 2: CN1C(=O)N2C=NC(=C2N=N1)C(=O)N. Cell line: NCI-H460. Synergy scores: CSS=8.59, Synergy_ZIP=-2.21, Synergy_Bliss=1.88, Synergy_Loewe=4.83, Synergy_HSA=3.38. (3) Drug 1: C1=CC(=CC=C1CCC2=CNC3=C2C(=O)NC(=N3)N)C(=O)NC(CCC(=O)O)C(=O)O. Drug 2: C1=C(C(=O)NC(=O)N1)N(CCCl)CCCl. Cell line: SK-MEL-28. Synergy scores: CSS=15.7, Synergy_ZIP=-7.54, Synergy_Bliss=-4.16, Synergy_Loewe=-3.22, Synergy_HSA=-2.31. (4) Drug 1: C1=NC(=NC(=O)N1C2C(C(C(O2)CO)O)O)N. Drug 2: C1CCC(C(C1)N)N.C(=O)(C(=O)[O-])[O-].[Pt+4]. Cell line: EKVX. Synergy scores: CSS=9.12, Synergy_ZIP=-2.50, Synergy_Bliss=3.56, Synergy_Loewe=3.70, Synergy_HSA=4.28. (5) Drug 1: C1CCC(C(C1)N)N.C(=O)(C(=O)[O-])[O-].[Pt+4]. Drug 2: C(CN)CNCCSP(=O)(O)O. Cell line: UACC62. Synergy scores: CSS=1.07, Synergy_ZIP=0.298, Synergy_Bliss=1.87, Synergy_Loewe=-12.2, Synergy_HSA=-1.48. (6) Drug 1: C1CC(=O)NC(=O)C1N2C(=O)C3=CC=CC=C3C2=O. Drug 2: CN(C(=O)NC(C=O)C(C(C(CO)O)O)O)N=O. Cell line: OVCAR-5. Synergy scores: CSS=-18.7, Synergy_ZIP=-3.84, Synergy_Bliss=-26.3, Synergy_Loewe=-37.8, Synergy_HSA=-44.1. (7) Drug 1: C1CC(C1)(C(=O)O)C(=O)O.[NH2-].[NH2-].[Pt+2]. Drug 2: CC1C(C(CC(O1)OC2CC(CC3=C2C(=C4C(=C3O)C(=O)C5=C(C4=O)C(=CC=C5)OC)O)(C(=O)CO)O)N)O.Cl. Cell line: SF-539. Synergy scores: CSS=51.2, Synergy_ZIP=-6.83, Synergy_Bliss=-2.56, Synergy_Loewe=-1.08, Synergy_HSA=0.570. (8) Drug 1: CS(=O)(=O)OCCCCOS(=O)(=O)C. Drug 2: CN(C(=O)NC(C=O)C(C(C(CO)O)O)O)N=O. Cell line: OVCAR3. Synergy scores: CSS=2.86, Synergy_ZIP=-0.596, Synergy_Bliss=-0.502, Synergy_Loewe=-8.37, Synergy_HSA=-4.93.